From a dataset of Kir2.1 potassium channel HTS with 301,493 compounds. Binary Classification. Given a drug SMILES string, predict its activity (active/inactive) in a high-throughput screening assay against a specified biological target. (1) The molecule is O(C1CCC(C(C)(C)C)CC1)CC(O)CN1CCN(CC1)c1ncccc1. The result is 0 (inactive). (2) The compound is S1C2(N(C(C1)C(=O)N1CCCCCC1)C(=O)CC2)c1ccc(F)cc1. The result is 0 (inactive). (3) The drug is O(c1c2c([nH]c3c(c2=O)cccc3)ccc1)C. The result is 0 (inactive).